From a dataset of Forward reaction prediction with 1.9M reactions from USPTO patents (1976-2016). Predict the product of the given reaction. (1) Given the reactants [OH:1][CH2:2][C@H:3]([N:14]1[CH2:17][C:16]2([CH2:21][CH2:20][CH2:19][NH:18]2)[C:15]1=[O:22])[C:4]([NH:6][CH2:7][C:8]1[N:13]=[CH:12][CH:11]=[CH:10][N:9]=1)=[O:5], predict the reaction product. The product is: [OH:1][CH2:2][C@H:3]([N:14]1[CH2:17][C:16]2([CH2:21][CH2:20][CH2:19][N:18]2[C:15](=[O:22])[CH:16]([CH3:21])[CH3:17])[C:15]1=[O:22])[C:4]([NH:6][CH2:7][C:8]1[N:13]=[CH:12][CH:11]=[CH:10][N:9]=1)=[O:5]. (2) Given the reactants [CH2:1]([O:3][C:4]([C:6]1[N:7](CC2C=CC(OC)=CC=2OC)[CH2:8][C:9]2[C:14]([C:15]=1[OH:16])=[CH:13][CH:12]=[C:11]([O:17][CH2:18][C:19]1[CH:24]=[CH:23][CH:22]=[CH:21][CH:20]=1)[CH:10]=2)=[O:5])[CH3:2].S(Cl)(Cl)=O, predict the reaction product. The product is: [CH2:1]([O:3][C:4]([C:6]1[N:7]=[CH:8][C:9]2[C:14]([C:15]=1[OH:16])=[CH:13][CH:12]=[C:11]([O:17][CH2:18][C:19]1[CH:24]=[CH:23][CH:22]=[CH:21][CH:20]=1)[CH:10]=2)=[O:5])[CH3:2].